Dataset: Reaction yield outcomes from USPTO patents with 853,638 reactions. Task: Predict the reaction yield, written as a fraction of the theoretical maximum amount of product (1.0 means a 100% yield; for example, 0.34 means a 34% yield). (1) The reactants are [F:1][C:2]1[CH:3]=[CH:4][C:5]([NH:8][NH:9][C:10](=O)[CH:11]([N:13]2[CH2:18][CH2:17][O:16][CH2:15][CH2:14]2)[CH3:12])=[N:6][CH:7]=1.C1C=CC(P(C2C=CC=CC=2)C2C=CC=CC=2)=CC=1.CCN(CC)CC.ClC(Cl)(Cl)C(Cl)(Cl)Cl.N. The catalyst is C1COCC1.CO.C(Cl)Cl. The product is [F:1][C:2]1[CH:3]=[CH:4][C:5]2[N:6]([C:10]([CH:11]([N:13]3[CH2:18][CH2:17][O:16][CH2:15][CH2:14]3)[CH3:12])=[N:9][N:8]=2)[CH:7]=1. The yield is 0.530. (2) The reactants are [CH3:1][C:2]([CH3:8])([CH3:7])[C@H:3]([OH:6])[CH2:4][OH:5].[S:9](Cl)(Cl)=[O:10].C(#N)C.I([O-])(=O)(=O)=[O:17].[Na+]. The product is [C:2]([C@H:3]1[CH2:4][O:5][S:9](=[O:10])(=[O:17])[O:6]1)([CH3:8])([CH3:7])[CH3:1]. The catalyst is C(Cl)(Cl)(Cl)Cl.O.O.[Ru](Cl)(Cl)Cl. The yield is 0.970. (3) The reactants are [CH2:1]([O:8][CH2:9][C:10]1[C@@H:14]([O:15][Si:16]([C:19]([CH3:22])([CH3:21])[CH3:20])([CH3:18])[CH3:17])[CH2:13][C@@H:12]([OH:23])[CH:11]=1)[C:2]1[CH:7]=[CH:6][CH:5]=[CH:4][CH:3]=1.C(=O)([O-])[O-].[Na+].[Na+].CCOC(C)=O. The catalyst is [Pd]. The product is [CH2:1]([O:8][CH2:9][C@H:10]1[C@@H:14]([O:15][Si:16]([C:19]([CH3:21])([CH3:20])[CH3:22])([CH3:18])[CH3:17])[CH2:13][C@@H:12]([OH:23])[CH2:11]1)[C:2]1[CH:7]=[CH:6][CH:5]=[CH:4][CH:3]=1. The yield is 0.980. (4) The reactants are [CH2:1]([C:5]1[N:10]2[N:11]=[CH:12][N:13]=[C:9]2[N:8]([CH:14]2[CH2:25][CH2:24][C:17]3([O:21][CH:20]([CH3:22])[CH:19]([CH3:23])[O:18]3)[CH2:16][CH2:15]2)[C:7](=[O:26])[C:6]=1[CH2:27][C:28]1[CH:33]=[CH:32][C:31]([C:34]2[C:35]([C:40]#[N:41])=[CH:36][CH:37]=[CH:38][CH:39]=2)=[CH:30][CH:29]=1)[CH2:2][CH2:3][CH3:4].C([BH3-])#N.[Na+].O1CCCC1. The catalyst is C(OCC)(=O)C. The product is [CH2:1]([C:5]1[N:10]2[N:11]=[CH:12][N:13]=[C:9]2[N:8]([C@H:14]2[CH2:25][CH2:24][C@H:17]([O:18][CH:19]([CH3:23])[CH:20]([OH:21])[CH3:22])[CH2:16][CH2:15]2)[C:7](=[O:26])[C:6]=1[CH2:27][C:28]1[CH:33]=[CH:32][C:31]([C:34]2[C:35]([C:40]#[N:41])=[CH:36][CH:37]=[CH:38][CH:39]=2)=[CH:30][CH:29]=1)[CH2:2][CH2:3][CH3:4]. The yield is 0.530. (5) The product is [Br:16][C:3]1[CH:4]=[C:5]2[C:10](=[CH:11][C:2]=1[F:1])[O:9][CH2:8][CH2:7][CH:6]2[C:12]([O:14][CH3:15])=[O:13]. The reactants are [F:1][C:2]1[CH:11]=[C:10]2[C:5]([CH:6]([C:12]([O:14][CH3:15])=[O:13])[CH2:7][CH2:8][O:9]2)=[CH:4][CH:3]=1.[Br:16]N1C(=O)CCC1=O. The yield is 0.898. The catalyst is CN(C=O)C.C(OCC)(=O)C. (6) The yield is 0.490. The catalyst is C(#N)C. The reactants are Br[CH2:2][C:3]([C:5]1[CH:10]=[CH:9][C:8]([O:11][CH2:12][CH2:13][CH2:14][CH2:15][CH2:16][CH2:17][CH3:18])=[CH:7][CH:6]=1)=[O:4].[C:19]([C:23]1[CH:46]=[CH:45][C:26]([C:27]([NH:29][C@H:30]([C:41]([O:43][CH3:44])=[O:42])[CH2:31][C:32]2[CH:40]=[CH:39][C:35]([C:36]([OH:38])=[O:37])=[CH:34][CH:33]=2)=[O:28])=[CH:25][CH:24]=1)([CH3:22])([CH3:21])[CH3:20].C(O)(=O)CC(CC(O)=O)(C(O)=O)O. The product is [C:19]([C:23]1[CH:46]=[CH:45][C:26]([C:27]([NH:29][C@H:30]([C:41]([O:43][CH3:44])=[O:42])[CH2:31][C:32]2[CH:33]=[CH:34][C:35]([C:36]([O:38][CH2:2][C:3]([C:5]3[CH:10]=[CH:9][C:8]([O:11][CH2:12][CH2:13][CH2:14][CH2:15][CH2:16][CH2:17][CH3:18])=[CH:7][CH:6]=3)=[O:4])=[O:37])=[CH:39][CH:40]=2)=[O:28])=[CH:25][CH:24]=1)([CH3:22])([CH3:20])[CH3:21].